From a dataset of Reaction yield outcomes from USPTO patents with 853,638 reactions. Predict the reaction yield, written as a fraction of the theoretical maximum amount of product (1.0 means a 100% yield; for example, 0.34 means a 34% yield). (1) The reactants are C([C:4]1[N:5]=[C:6]([N:9]2[CH2:12][CH:11]([S:13][C:14]3[C@H:15]([CH3:45])[C@@H:16]4[C@@H:33]([C@H:34]([O:36][Si:37]([C:40]([CH3:43])([CH3:42])[CH3:41])([CH3:39])[CH3:38])[CH3:35])[C:32](=[O:44])[N:17]4[C:18]=3[C:19]([O:21][CH2:22][C:23]3[CH:28]=[CH:27][C:26]([N+:29]([O-:31])=[O:30])=[CH:25][CH:24]=3)=[O:20])[CH2:10]2)[S:7][CH:8]=1)(O)=O.Cl.[N+:47]([C:50]1[CH:62]=[CH:61][C:53]([CH2:54][O:55][C:56](=[O:60])[CH2:57][NH:58][CH3:59])=[CH:52][CH:51]=1)([O-:49])=[O:48].C(P(C#N)(CC)=O)C.C(N(CC)CC)C.CN(C)[CH:80]=[O:81]. No catalyst specified. The product is [CH3:59][N:58]([CH2:57][C:56]([O:55][CH2:54][C:53]1[CH:52]=[CH:51][C:50]([N+:47]([O-:49])=[O:48])=[CH:62][CH:61]=1)=[O:60])[C:80]([C:4]1[N:5]=[C:6]([N:9]2[CH2:12][CH:11]([S:13][C:14]3[C@H:15]([CH3:45])[C@@H:16]4[C@@H:33]([C@H:34]([O:36][Si:37]([C:40]([CH3:41])([CH3:43])[CH3:42])([CH3:39])[CH3:38])[CH3:35])[C:32](=[O:44])[N:17]4[C:18]=3[C:19]([O:21][CH2:22][C:23]3[CH:24]=[CH:25][C:26]([N+:29]([O-:31])=[O:30])=[CH:27][CH:28]=3)=[O:20])[CH2:10]2)[S:7][CH:8]=1)=[O:81]. The yield is 0.760. (2) The yield is 0.890. The product is [C:1]([C:3]1[C:11]2[C:6](=[N:7][C:8]([CH3:13])=[CH:9][C:10]=2[CH3:12])[N:5]([CH:14]2[C:22]3[C:17](=[CH:18][CH:19]=[CH:20][CH:21]=3)[CH2:16][CH2:15]2)[C:4]=1/[CH:23]=[CH:24]/[C:25]([OH:27])=[O:26])#[N:2]. The catalyst is C(O)C.O1CCCC1. The reactants are [C:1]([C:3]1[C:11]2[C:6](=[N:7][C:8]([CH3:13])=[CH:9][C:10]=2[CH3:12])[N:5]([CH:14]2[C:22]3[C:17](=[CH:18][CH:19]=[CH:20][CH:21]=3)[CH2:16][CH2:15]2)[C:4]=1/[CH:23]=[CH:24]/[C:25]([O:27]CC)=[O:26])#[N:2].[OH-].[Na+].O.Cl.